From a dataset of Forward reaction prediction with 1.9M reactions from USPTO patents (1976-2016). Predict the product of the given reaction. Given the reactants C(NC1C=[C:8]([NH:12][C:13]([C:15]2[CH:16]=[CH:17][C:18]3[CH:19]=[C:20]4[C:27](=[O:28])[NH:26][CH2:25][CH2:24][N:21]4[C:22]=3[CH:23]=2)=[O:14])C=CC=1)(=O)C=C.NC1[S:31][CH:32]=[C:33]([CH2:35][N:36]([CH3:41])[C:37](=[O:40])[CH:38]=[CH2:39])[N:34]=1, predict the reaction product. The product is: [CH3:41][N:36]([CH2:35][C:33]1[N:34]=[C:8]([NH:12][C:13]([C:15]2[CH:16]=[CH:17][C:18]3[CH:19]=[C:20]4[C:27](=[O:28])[NH:26][CH2:25][CH2:24][N:21]4[C:22]=3[CH:23]=2)=[O:14])[S:31][CH:32]=1)[C:37](=[O:40])[CH:38]=[CH2:39].